From a dataset of Forward reaction prediction with 1.9M reactions from USPTO patents (1976-2016). Predict the product of the given reaction. (1) Given the reactants [Cl:1][C:2]1[CH:7]=[CH:6][C:5]([C:8]2[N:12]([CH3:13])[C:11]([C:14](N(OC)C)=[O:15])=[C:10]([C:20]3[CH:25]=[CH:24][C:23]([S:26](=[O:33])(=[O:32])[N:27]=CN(C)C)=[CH:22][CH:21]=3)[C:9]=2[CH3:34])=[CH:4][CH:3]=1.[CH2:35]1COC[CH2:36]1, predict the reaction product. The product is: [Cl:1][C:2]1[CH:3]=[CH:4][C:5]([C:8]2[N:12]([CH3:13])[C:11]([C:14](=[O:15])[CH2:35][CH3:36])=[C:10]([C:20]3[CH:25]=[CH:24][C:23]([S:26]([NH2:27])(=[O:32])=[O:33])=[CH:22][CH:21]=3)[C:9]=2[CH3:34])=[CH:6][CH:7]=1. (2) Given the reactants [CH3:1][C:2]([N:6]1[C:11](=[O:12])[CH2:10][C:9](=[O:13])[N:8]([C:14]([CH3:18])([CH3:17])[CH2:15][CH3:16])[C:7]1=[O:19])([CH3:5])[CH2:3][CH3:4].C(N(C(C)C)CC)(C)C.[N:29]([CH2:32][C:33]([O:35]CC)=[O:34])=[C:30]=[O:31], predict the reaction product. The product is: [CH3:18][C:14]([N:8]1[C:9]([OH:13])=[C:10]([C:30]([NH:29][CH2:32][C:33]([OH:35])=[O:34])=[O:31])[C:11](=[O:12])[N:6]([C:2]([CH3:1])([CH3:5])[CH2:3][CH3:4])[C:7]1=[O:19])([CH3:17])[CH2:15][CH3:16].